This data is from Catalyst prediction with 721,799 reactions and 888 catalyst types from USPTO. The task is: Predict which catalyst facilitates the given reaction. (1) Reactant: [CH3:1][C:2]1[CH:9]=[CH:8][CH:7]=[C:6]([CH3:10])[C:3]=1[CH2:4][OH:5].N(C(OC(C)C)=O)=NC(OC(C)C)=O.O[C:26]1[CH:27]=[C:28]([C:32]([CH3:36])([CH3:35])[C:33]#[N:34])[CH:29]=[CH:30][CH:31]=1.C1(P(C2C=CC=CC=2)C2C=CC=CC=2)C=CC=CC=1. Product: [CH3:1][C:2]1[CH:9]=[CH:8][CH:7]=[C:6]([CH3:10])[C:3]=1[CH2:4][O:5][C:26]1[CH:27]=[C:28]([C:32]([CH3:36])([CH3:35])[C:33]#[N:34])[CH:29]=[CH:30][CH:31]=1. The catalyst class is: 116. (2) Reactant: [C:1]([Br:5])(Br)(Br)Br.[C:6]1([C:12]([C:22]2[CH:27]=[CH:26][CH:25]=[CH:24][CH:23]=2)=[N:13][NH:14][C:15](=[O:21])[CH:16]([CH3:20])[CH2:17]CO)[CH:11]=[CH:10][CH:9]=[CH:8][CH:7]=1.C1(P(C2C=CC=CC=2)C2C=CC=CC=2)C=CC=CC=1. Product: [Br:5][CH2:1][CH2:17][CH:16]([CH3:20])[C:15]([NH:14][N:13]=[C:12]([C:22]1[CH:27]=[CH:26][CH:25]=[CH:24][CH:23]=1)[C:6]1[CH:7]=[CH:8][CH:9]=[CH:10][CH:11]=1)=[O:21]. The catalyst class is: 4. (3) Reactant: [Cl-].FC1C=CC(C[P+](C2C=CC=CC=2)(C2C=CC=CC=2)C2C=CC=CC=2)=CC=1.C([Li])CCC.[CH2:34]([N:41]1[CH2:46][CH:45]2[CH2:47][CH2:48][CH:42]1[C:43](=O)[CH2:44]2)[C:35]1[CH:40]=[CH:39][CH:38]=[CH:37][CH:36]=1.[Cl-].[Na+]. Product: [C:35]1([CH2:34][N:41]2[CH2:46][CH:45]3[CH2:47][CH2:48][CH:42]2[CH2:43][CH2:44]3)[CH:36]=[CH:37][CH:38]=[CH:39][CH:40]=1. The catalyst class is: 7.